Regression. Given two drug SMILES strings and cell line genomic features, predict the synergy score measuring deviation from expected non-interaction effect. From a dataset of NCI-60 drug combinations with 297,098 pairs across 59 cell lines. (1) Drug 1: C1CCN(CC1)CCOC2=CC=C(C=C2)C(=O)C3=C(SC4=C3C=CC(=C4)O)C5=CC=C(C=C5)O. Drug 2: COC1=C(C=C2C(=C1)N=CN=C2NC3=CC(=C(C=C3)F)Cl)OCCCN4CCOCC4. Cell line: SN12C. Synergy scores: CSS=26.5, Synergy_ZIP=-4.68, Synergy_Bliss=-8.50, Synergy_Loewe=-5.01, Synergy_HSA=-4.72. (2) Drug 1: CCC1=CC2CC(C3=C(CN(C2)C1)C4=CC=CC=C4N3)(C5=C(C=C6C(=C5)C78CCN9C7C(C=CC9)(C(C(C8N6C)(C(=O)OC)O)OC(=O)C)CC)OC)C(=O)OC.C(C(C(=O)O)O)(C(=O)O)O. Drug 2: CC=C1C(=O)NC(C(=O)OC2CC(=O)NC(C(=O)NC(CSSCCC=C2)C(=O)N1)C(C)C)C(C)C. Cell line: ACHN. Synergy scores: CSS=46.8, Synergy_ZIP=-2.99, Synergy_Bliss=2.43, Synergy_Loewe=-4.60, Synergy_HSA=5.10. (3) Drug 1: C1CCC(C1)C(CC#N)N2C=C(C=N2)C3=C4C=CNC4=NC=N3. Drug 2: CS(=O)(=O)C1=CC(=C(C=C1)C(=O)NC2=CC(=C(C=C2)Cl)C3=CC=CC=N3)Cl. Cell line: NCI-H226. Synergy scores: CSS=16.4, Synergy_ZIP=-4.51, Synergy_Bliss=-0.176, Synergy_Loewe=0.276, Synergy_HSA=0.318. (4) Drug 1: C1=C(C(=O)NC(=O)N1)N(CCCl)CCCl. Cell line: TK-10. Drug 2: C(CC(=O)O)C(=O)CN.Cl. Synergy scores: CSS=-4.92, Synergy_ZIP=-0.637, Synergy_Bliss=-12.5, Synergy_Loewe=-17.6, Synergy_HSA=-12.7. (5) Drug 1: CCCS(=O)(=O)NC1=C(C(=C(C=C1)F)C(=O)C2=CNC3=C2C=C(C=N3)C4=CC=C(C=C4)Cl)F. Drug 2: CC1=C2C(C(=O)C3(C(CC4C(C3C(C(C2(C)C)(CC1OC(=O)C(C(C5=CC=CC=C5)NC(=O)C6=CC=CC=C6)O)O)OC(=O)C7=CC=CC=C7)(CO4)OC(=O)C)O)C)OC(=O)C. Cell line: HS 578T. Synergy scores: CSS=60.4, Synergy_ZIP=15.8, Synergy_Bliss=16.6, Synergy_Loewe=-29.3, Synergy_HSA=12.5.